This data is from Peptide-MHC class I binding affinity with 185,985 pairs from IEDB/IMGT. The task is: Regression. Given a peptide amino acid sequence and an MHC pseudo amino acid sequence, predict their binding affinity value. This is MHC class I binding data. The peptide sequence is TVIKNNMI. The MHC is H-2-Kb with pseudo-sequence H-2-Kb. The binding affinity (normalized) is 0.0735.